From a dataset of Forward reaction prediction with 1.9M reactions from USPTO patents (1976-2016). Predict the product of the given reaction. Given the reactants [S:1]1[CH:5]=[C:4]([CH2:6][C:7](O)=[O:8])[C:3]2[CH:10]=[CH:11][CH:12]=[CH:13][C:2]1=2.[Li].C(O)C, predict the reaction product. The product is: [S:1]1[CH:5]=[C:4]([CH2:6][CH2:7][OH:8])[C:3]2[CH:10]=[CH:11][CH:12]=[CH:13][C:2]1=2.